Predict the product of the given reaction. From a dataset of Forward reaction prediction with 1.9M reactions from USPTO patents (1976-2016). (1) Given the reactants CC1(C)C(C)(C)OB([C:9]2[CH:14]=[CH:13][C:12]([N+:15]([O-:17])=[O:16])=[CH:11][CH:10]=2)O1.I[C:20]1[CH:21]=[C:22]([CH:36]=[CH:37][C:38]=1[CH3:39])[C:23]([NH:25][C:26]1[CH:31]=[CH:30][CH:29]=[C:28]([C:32]([F:35])([F:34])[F:33])[CH:27]=1)=[O:24].C(=O)([O-])[O-].[K+].[K+], predict the reaction product. The product is: [CH3:39][C:38]1[C:20]([C:9]2[CH:10]=[CH:11][C:12]([N+:15]([O-:17])=[O:16])=[CH:13][CH:14]=2)=[CH:21][C:22]([C:23]([NH:25][C:26]2[CH:31]=[CH:30][CH:29]=[C:28]([C:32]([F:33])([F:34])[F:35])[CH:27]=2)=[O:24])=[CH:36][CH:37]=1. (2) Given the reactants [CH2:1]([C@:4]1([C:28]2[CH:33]=[CH:32][C:31]([F:34])=[CH:30][CH:29]=2)[CH2:9][CH2:8][N:7]([C@H:10]([C:12]2[CH:17]=[CH:16][C:15](B3OC(C)(C)C(C)(C)O3)=[CH:14][CH:13]=2)[CH3:11])[C:6](=O)[CH2:5]1)[CH:2]=[CH2:3].Br[C:36]1[CH:37]=[CH:38][C:39](=[O:43])[N:40]([CH3:42])[CH:41]=1.C([O-])([O-])=[O:45].[Cs+].[Cs+], predict the reaction product. The product is: [CH2:1]([C@:4]1([C:28]2[CH:29]=[CH:30][C:31]([F:34])=[CH:32][CH:33]=2)[CH2:9][CH2:8][N:7]([C@H:10]([C:12]2[CH:13]=[CH:14][C:15]([C:36]3[CH:37]=[CH:38][C:39](=[O:43])[N:40]([CH3:42])[CH:41]=3)=[CH:16][CH:17]=2)[CH3:11])[C:6](=[O:45])[CH2:5]1)[CH:2]=[CH2:3]. (3) The product is: [Cl:28][C:29]1[N:30]=[CH:31][C:32]([C:2]2[C:3]([N:22]3[CH2:25][C:24]([OH:27])([CH3:26])[CH2:23]3)=[N:4][CH:5]=[C:6]([C:7]([NH:9][C:10]3[CH:11]=[CH:12][C:13]([O:16][C:17]([F:18])([F:20])[F:19])=[CH:14][CH:15]=3)=[O:8])[CH:21]=2)=[CH:33][C:34]=1[F:35]. Given the reactants Br[C:2]1[C:3]([N:22]2[CH2:25][C:24]([OH:27])([CH3:26])[CH2:23]2)=[N:4][CH:5]=[C:6]([CH:21]=1)[C:7]([NH:9][C:10]1[CH:15]=[CH:14][C:13]([O:16][C:17]([F:20])([F:19])[F:18])=[CH:12][CH:11]=1)=[O:8].[Cl:28][C:29]1[C:34]([F:35])=[CH:33][C:32](B2OC(C)(C)C(C)(C)O2)=[CH:31][N:30]=1, predict the reaction product. (4) Given the reactants [BH4-].[Na+].[C:3]([C:7]1[CH:8]=[C:9]([CH:26]=[CH:27][CH:28]=1)[CH2:10][CH:11]([C:17]([C:19]1[CH:24]=[CH:23][CH:22]=[C:21]([Cl:25])[CH:20]=1)=[O:18])[C:12]([O:14][CH2:15][CH3:16])=[O:13])([CH3:6])([CH3:5])[CH3:4], predict the reaction product. The product is: [C:3]([C:7]1[CH:8]=[C:9]([CH:26]=[CH:27][CH:28]=1)[CH2:10][CH:11]([CH:17]([C:19]1[CH:24]=[CH:23][CH:22]=[C:21]([Cl:25])[CH:20]=1)[OH:18])[C:12]([O:14][CH2:15][CH3:16])=[O:13])([CH3:4])([CH3:5])[CH3:6].